Dataset: Full USPTO retrosynthesis dataset with 1.9M reactions from patents (1976-2016). Task: Predict the reactants needed to synthesize the given product. (1) Given the product [Br:1][C:2]1[C:10]2[C:5](=[CH:6][C:7]([N+:13]([O-:15])=[O:14])=[C:8]([CH2:11][NH:12][CH2:40][C:38]3[N:37]=[CH:36][S:35][CH:39]=3)[CH:9]=2)[N:4]([C:16]([C:29]2[CH:34]=[CH:33][CH:32]=[CH:31][CH:30]=2)([C:23]2[CH:24]=[CH:25][CH:26]=[CH:27][CH:28]=2)[C:17]2[CH:22]=[CH:21][CH:20]=[CH:19][CH:18]=2)[N:3]=1, predict the reactants needed to synthesize it. The reactants are: [Br:1][C:2]1[C:10]2[C:5](=[CH:6][C:7]([N+:13]([O-:15])=[O:14])=[C:8]([CH2:11][NH2:12])[CH:9]=2)[N:4]([C:16]([C:29]2[CH:34]=[CH:33][CH:32]=[CH:31][CH:30]=2)([C:23]2[CH:28]=[CH:27][CH:26]=[CH:25][CH:24]=2)[C:17]2[CH:22]=[CH:21][CH:20]=[CH:19][CH:18]=2)[N:3]=1.[S:35]1[CH:39]=[C:38]([CH:40]=O)[N:37]=[CH:36]1.C([BH3-])#N.[Na+]. (2) Given the product [CH3:18][S:19]([O:10][CH2:9][C:6]1[CH:7]=[N:8][C:3]([O:2][CH3:1])=[CH:4][CH:5]=1)(=[O:21])=[O:20], predict the reactants needed to synthesize it. The reactants are: [CH3:1][O:2][C:3]1[N:8]=[CH:7][C:6]([CH2:9][OH:10])=[CH:5][CH:4]=1.C(N(CC)CC)C.[CH3:18][S:19](Cl)(=[O:21])=[O:20]. (3) Given the product [C:11]([O:10][C:8]([NH:7][C@@H:3]([CH2:2][NH:1][C:17](=[O:18])[CH2:16][Cl:15])[C:4]([OH:6])=[O:5])=[O:9])([CH3:14])([CH3:13])[CH3:12], predict the reactants needed to synthesize it. The reactants are: [NH2:1][CH2:2][C@H:3]([NH:7][C:8]([O:10][C:11]([CH3:14])([CH3:13])[CH3:12])=[O:9])[C:4]([OH:6])=[O:5].[Cl:15][CH2:16][C:17](Cl)=[O:18].